From a dataset of Peptide-MHC class I binding affinity with 185,985 pairs from IEDB/IMGT. Regression. Given a peptide amino acid sequence and an MHC pseudo amino acid sequence, predict their binding affinity value. This is MHC class I binding data. The binding affinity (normalized) is 0. The MHC is Patr-B0101 with pseudo-sequence Patr-B0101. The peptide sequence is VVVVSTDAL.